From a dataset of Forward reaction prediction with 1.9M reactions from USPTO patents (1976-2016). Predict the product of the given reaction. (1) Given the reactants [Cl-:1].[C:2]([C:5]1[CH:6]=[C:7]([CH:21]=[CH:22][C:23]=1[F:24])[CH2:8][NH+:9]1[C:18]2[C:13](=[CH:14][CH:15]=[CH:16][C:17]=2F)[C:12](=[O:20])[CH:11]=[N:10]1)([OH:4])=[O:3].Cl.[Li+].[OH-:27], predict the reaction product. The product is: [Cl-:1].[C:2]([C:5]1[CH:6]=[C:7]([CH:21]=[CH:22][C:23]=1[F:24])[CH2:8][NH+:9]1[C:18]2[C:13](=[CH:14][CH:15]=[CH:16][C:17]=2[OH:27])[C:12](=[O:20])[CH:11]=[N:10]1)([OH:4])=[O:3]. (2) Given the reactants [NH2:1][C:2]1[CH:3]=[CH:4][C:5]2[CH2:11][CH2:10][CH2:9][C:8](=[O:12])[NH:7][C:6]=2[CH:13]=1.Cl[C:15]1[N:20]=[C:19]([NH:21][C:22]2[C:31]([F:32])=[CH:30][C:29]([C:33]3[CH:34]=[N:35][N:36]([CH3:38])[CH:37]=3)=[CH:28][C:23]=2[C:24]([NH:26][CH3:27])=[O:25])[C:18]([Cl:39])=[CH:17][N:16]=1, predict the reaction product. The product is: [Cl:39][C:18]1[C:19]([NH:21][C:22]2[C:31]([F:32])=[CH:30][C:29]([C:33]3[CH:34]=[N:35][N:36]([CH3:38])[CH:37]=3)=[CH:28][C:23]=2[C:24]([NH:26][CH3:27])=[O:25])=[N:20][C:15]([NH:1][C:2]2[CH:3]=[CH:4][C:5]3[CH2:11][CH2:10][CH2:9][C:8](=[O:12])[NH:7][C:6]=3[CH:13]=2)=[N:16][CH:17]=1. (3) Given the reactants [Cl:1][C:2]1[CH:3]=[C:4]([S:8]([CH:11]2[CH2:16][CH2:15][NH:14][CH2:13][CH2:12]2)(=[O:10])=[O:9])[CH:5]=[CH:6][CH:7]=1.[Cl:17][C:18]1[CH:19]=[N:20][CH:21]=[C:22]([Cl:25])[C:23]=1Cl.CCN(C(C)C)C(C)C, predict the reaction product. The product is: [Cl:17][C:18]1[CH:19]=[N:20][CH:21]=[C:22]([Cl:25])[C:23]=1[N:14]1[CH2:15][CH2:16][CH:11]([S:8]([C:4]2[CH:5]=[CH:6][CH:7]=[C:2]([Cl:1])[CH:3]=2)(=[O:10])=[O:9])[CH2:12][CH2:13]1. (4) Given the reactants [Br:1][C:2]1[CH:3]=[C:4](B(O)O)[C:5]([F:8])=[N:6][CH:7]=1.C(O)(=[O:14])C.C(OCC)(=O)C.OO, predict the reaction product. The product is: [Br:1][C:2]1[CH:3]=[C:4]([OH:14])[C:5]([F:8])=[N:6][CH:7]=1. (5) Given the reactants N(C(OCC)=O)=NC(OCC)=O.OC1C=C([O:21][S:22]([C:25]2[CH:30]=[CH:29][CH:28]=[C:27]([Cl:31])[CH:26]=2)(=[O:24])=[O:23])C=C(C)C=1.C(OC(N1CCC(CO)CC1)=O)(C)(C)C.C1(P(C2C=CC=CC=2)C2C=CC=CC=2)C=CC=CC=1, predict the reaction product. The product is: [Cl:31][C:27]1[CH:26]=[C:25]([S:22]([OH:24])(=[O:21])=[O:23])[CH:30]=[CH:29][CH:28]=1. (6) Given the reactants [CH3:1][O:2][C:3]([NH:5][C@@H:6]1[CH:14]2[C:15](=[O:65])[CH2:16][C@H:17]([C:19]3[NH:20][C:21]([C:24]4[CH:29]=[CH:28][C:27]([C:30]5[CH:39]=[N:38][C:37]6[C:32](=[CH:33][CH:34]=[C:35]([C:40]7[N:44](COCC[Si](C)(C)C)[C:43]([C@@H:53]8[CH2:57][CH2:56][CH2:55][N:54]8C(OC(C)(C)C)=O)=[N:42][CH:41]=7)[CH:36]=6)[N:31]=5)=[CH:26][CH:25]=4)=[CH:22][N:23]=3)[CH2:18][N:12]3[C:13]2=[C:9]([CH:10]=[CH:11]3)[CH2:8][CH2:7]1)=[O:4].[ClH:66].O1CCOCC1, predict the reaction product. The product is: [ClH:66].[O:65]=[C:15]1[CH:14]2[C:13]3[N:12]([CH:11]=[CH:10][C:9]=3[CH2:8][CH2:7][C@@H:6]2[NH:5][C:3](=[O:4])[O:2][CH3:1])[CH2:18][C@@H:17]([C:19]2[NH:20][C:21]([C:24]3[CH:25]=[CH:26][C:27]([C:30]4[CH:39]=[N:38][C:37]5[C:32](=[CH:33][CH:34]=[C:35]([C:40]6[NH:44][C:43]([C@@H:53]7[CH2:57][CH2:56][CH2:55][NH:54]7)=[N:42][CH:41]=6)[CH:36]=5)[N:31]=4)=[CH:28][CH:29]=3)=[CH:22][N:23]=2)[CH2:16]1.